This data is from Peptide-MHC class I binding affinity with 185,985 pairs from IEDB/IMGT. The task is: Regression. Given a peptide amino acid sequence and an MHC pseudo amino acid sequence, predict their binding affinity value. This is MHC class I binding data. The binding affinity (normalized) is 0.271. The peptide sequence is LLDCLMFQS. The MHC is HLA-A68:02 with pseudo-sequence HLA-A68:02.